Dataset: Full USPTO retrosynthesis dataset with 1.9M reactions from patents (1976-2016). Task: Predict the reactants needed to synthesize the given product. (1) Given the product [ClH:1].[Cl:1][C:2]1[CH:3]=[CH:4][C:5]([CH2:6][C@@H:7]([NH:28][CH:29]2[CH2:30][CH2:31][N:32]([C:35]([NH:37][C:38]3[CH:39]=[CH:40][CH:41]=[CH:42][CH:43]=3)=[O:36])[CH2:33][CH2:34]2)[C:8]([N:10]2[CH2:11][CH2:12][C:13]([CH:22]3[CH2:27][CH2:26][CH2:25][CH2:24][CH2:23]3)([CH2:16][N:17]3[CH:21]=[N:20][CH:19]=[N:18]3)[CH2:14][CH2:15]2)=[O:9])=[CH:44][CH:45]=1, predict the reactants needed to synthesize it. The reactants are: [Cl:1][C:2]1[CH:45]=[CH:44][C:5]([CH2:6][C@@H:7]([NH:28][CH:29]2[CH2:34][CH2:33][N:32]([C:35]([NH:37][C:38]3[CH:43]=[CH:42][CH:41]=[CH:40][CH:39]=3)=[O:36])[CH2:31][CH2:30]2)[C:8]([N:10]2[CH2:15][CH2:14][C:13]([CH:22]3[CH2:27][CH2:26][CH2:25][CH2:24][CH2:23]3)([CH2:16][N:17]3[CH:21]=[N:20][CH:19]=[N:18]3)[CH2:12][CH2:11]2)=[O:9])=[CH:4][CH:3]=1.Cl. (2) Given the product [C:33]([O:32][C:30](=[O:31])[CH2:29][O:28][C:27]1[CH:26]=[C:25]([CH3:40])[C:24]([O:23][C:11]2[CH:10]=[C:9]3[C:14](=[CH:13][CH:12]=2)[N:6]([Si:5]([C:1]([CH3:4])([CH3:3])[CH3:2])([CH3:22])[CH3:21])[CH:7]=[C:8]3[CH:18]([CH3:20])[CH3:19])=[C:38]([CH3:39])[CH:37]=1)([CH3:36])([CH3:35])[CH3:34], predict the reactants needed to synthesize it. The reactants are: [C:1]([Si:5]([CH3:22])([CH3:21])[N:6]1[C:14]2[C:9](=[CH:10][C:11](B(O)O)=[CH:12][CH:13]=2)[C:8]([CH:18]([CH3:20])[CH3:19])=[CH:7]1)([CH3:4])([CH3:3])[CH3:2].[OH:23][C:24]1[C:38]([CH3:39])=[CH:37][C:27]([O:28][CH2:29][C:30]([O:32][C:33]([CH3:36])([CH3:35])[CH3:34])=[O:31])=[CH:26][C:25]=1[CH3:40].N1C=CC=CC=1.C(N(CC)CC)C. (3) Given the product [NH2:26][C:27]1[NH:32][C:31](=[O:33])[C:30]([N+:34]([O-:36])=[O:35])=[C:29]([C:3]([C:1]#[N:2])([CH2:9][C:10]2[CH:15]=[CH:14][C:13]([O:16][CH3:17])=[C:12]([O:18][CH3:19])[CH:11]=2)[C:4]([O:6][CH2:7][CH3:8])=[O:5])[N:28]=1, predict the reactants needed to synthesize it. The reactants are: [C:1]([CH:3]([CH2:9][C:10]1[CH:15]=[CH:14][C:13]([O:16][CH3:17])=[C:12]([O:18][CH3:19])[CH:11]=1)[C:4]([O:6][CH2:7][CH3:8])=[O:5])#[N:2].C([O-])([O-])=O.[K+].[K+].[NH2:26][C:27]1[NH:32][C:31](=[O:33])[C:30]([N+:34]([O-:36])=[O:35])=[C:29](Cl)[N:28]=1.